The task is: Predict the product of the given reaction.. This data is from Forward reaction prediction with 1.9M reactions from USPTO patents (1976-2016). (1) Given the reactants [O:1]=[C:2]1[CH2:11][CH2:10][C:9]2[C:4](=[CH:5][CH:6]=[C:7]([C:12]([OH:14])=O)[CH:8]=2)[NH:3]1.Cl.[O:16]([CH2:23][CH2:24][C@@H:25]1[CH2:30][CH2:29][C@H:28]([CH2:31][NH2:32])[CH2:27][CH2:26]1)[C:17]1[CH:22]=[CH:21][CH:20]=[CH:19][CH:18]=1, predict the reaction product. The product is: [O:1]=[C:2]1[CH2:11][CH2:10][C:9]2[C:4](=[CH:5][CH:6]=[C:7]([C:12]([NH:32][CH2:31][C@H:28]3[CH2:27][CH2:26][C@@H:25]([CH2:24][CH2:23][O:16][C:17]4[CH:18]=[CH:19][CH:20]=[CH:21][CH:22]=4)[CH2:30][CH2:29]3)=[O:14])[CH:8]=2)[NH:3]1. (2) Given the reactants C1(P(C2C=CC=CC=2)C2C=CC=CC=2)C=CC=CC=1.CCOC(/N=N/C(OCC)=O)=O.[Cl:32][C:33]1[C:38]([F:39])=[CH:37][CH:36]=[C:35]([Cl:40])[C:34]=1[CH:41]([OH:43])[CH3:42].O[C:45]1[C:46]([N+:51]([O-:53])=[O:52])=[N:47][CH:48]=[CH:49][CH:50]=1, predict the reaction product. The product is: [Cl:32][C:33]1[C:38]([F:39])=[CH:37][CH:36]=[C:35]([Cl:40])[C:34]=1[CH:41]([O:43][C:45]1[C:46]([N+:51]([O-:53])=[O:52])=[N:47][CH:48]=[CH:49][CH:50]=1)[CH3:42].